From a dataset of Forward reaction prediction with 1.9M reactions from USPTO patents (1976-2016). Predict the product of the given reaction. Given the reactants [Cl:1][C:2]1[CH:7]=[CH:6][C:5]([N:8]2[C:12]([CH3:13])=[C:11]([C:14]([OH:16])=O)[N:10]=[N:9]2)=[C:4]([CH:17]2[CH2:19][CH2:18]2)[CH:3]=1.[NH2:20][C:21]1[C:22](=[O:34])[N:23]([CH:28]2[CH2:33][CH2:32][CH2:31][CH2:30][CH2:29]2)[N:24]([CH3:27])[C:25]=1[CH3:26], predict the reaction product. The product is: [Cl:1][C:2]1[CH:7]=[CH:6][C:5]([N:8]2[C:12]([CH3:13])=[C:11]([C:14]([NH:20][C:21]3[C:22](=[O:34])[N:23]([CH:28]4[CH2:29][CH2:30][CH2:31][CH2:32][CH2:33]4)[N:24]([CH3:27])[C:25]=3[CH3:26])=[O:16])[N:10]=[N:9]2)=[C:4]([CH:17]2[CH2:19][CH2:18]2)[CH:3]=1.